Dataset: Forward reaction prediction with 1.9M reactions from USPTO patents (1976-2016). Task: Predict the product of the given reaction. (1) Given the reactants NC1N=C(N[C@H:9]2[CH2:13][C@@H:12]([CH2:14][OH:15])[C@H:11]([OH:16])[C@@H:10]2[OH:17])C(N=NC2C=CC(Cl)=CC=2)=C(Cl)N=1.NC1C=CC=CC=1, predict the reaction product. The product is: [OH:15][CH2:14][CH:12]1[CH:11]([OH:16])[CH:10]([OH:17])[CH2:9][CH2:13]1. (2) The product is: [Br:1][C:2]1[CH:3]=[C:4]2[C:9](=[CH:10][CH:11]=1)[N:8]=[C:7]1[N:12]([CH3:26])[CH2:13][C:14]3[CH:25]=[CH:24][CH:23]=[CH:22][C:15]=3[CH:16]([O:17][CH2:18][CH:19]([OH:20])[CH2:21][N:34]3[CH:38]=[CH:37][N:36]=[CH:35]3)[C:6]1=[C:5]2[Cl:27]. Given the reactants [Br:1][C:2]1[CH:3]=[C:4]2[C:9](=[CH:10][CH:11]=1)[N:8]=[C:7]1[N:12]([CH3:26])[CH2:13][C:14]3[CH:25]=[CH:24][CH:23]=[CH:22][C:15]=3[CH:16]([O:17][CH2:18][CH:19]3[CH2:21][O:20]3)[C:6]1=[C:5]2[Cl:27].C(=O)([O-])[O-].[K+].[K+].[NH:34]1[CH:38]=[CH:37][N:36]=[CH:35]1, predict the reaction product. (3) Given the reactants Br[C:2]1[CH:7]=[CH:6][C:5]([C:8]2[N:9]([CH2:17][C@@H:18]3[CH2:22][CH2:21][N:20]([C:23]([CH:25]4[CH2:27][CH2:26]4)=[O:24])[CH2:19]3)[C:10]3[CH:15]=[CH:14][N:13]=[CH:12][C:11]=3[N:16]=2)=[CH:4][CH:3]=1.C([O-])(=O)C.[K+].Br[C:34]1[CH:39]=[CH:38][N:37]=[C:36]2[NH:40][CH:41]=[CH:42][C:35]=12.C(=O)([O-])[O-].[K+].[K+], predict the reaction product. The product is: [CH:25]1([C:23]([N:20]2[CH2:21][CH2:22][C@@H:18]([CH2:17][N:9]3[C:10]4[CH:15]=[CH:14][N:13]=[CH:12][C:11]=4[N:16]=[C:8]3[C:5]3[CH:6]=[CH:7][C:2]([C:34]4[CH:39]=[CH:38][N:37]=[C:36]5[NH:40][CH:41]=[CH:42][C:35]=45)=[CH:3][CH:4]=3)[CH2:19]2)=[O:24])[CH2:27][CH2:26]1. (4) Given the reactants [NH2:1][C:2]1[CH:7]=[CH:6][C:5]([NH:8]/[C:9](=[C:16]2\[C:17](=[O:25])[NH:18][C:19]3[C:24]\2=[CH:23][CH:22]=[CH:21][CH:20]=3)/[C:10]2[CH:15]=[CH:14][CH:13]=[CH:12][CH:11]=2)=[CH:4][CH:3]=1.[CH2:26]([N:30]=[C:31]=[O:32])[CH2:27][CH2:28][CH3:29], predict the reaction product. The product is: [CH2:26]([NH:30][C:31]([NH:1][C:2]1[CH:7]=[CH:6][C:5]([NH:8]/[C:9](=[C:16]2\[C:17](=[O:25])[NH:18][C:19]3[C:24]\2=[CH:23][CH:22]=[CH:21][CH:20]=3)/[C:10]2[CH:15]=[CH:14][CH:13]=[CH:12][CH:11]=2)=[CH:4][CH:3]=1)=[O:32])[CH2:27][CH2:28][CH3:29]. (5) Given the reactants [CH3:1][O:2][C:3](=[O:15])[C:4](=O)[CH:5](Cl)[C:6]1[CH:11]=[CH:10][CH:9]=[CH:8][C:7]=1[F:12].[CH:16]1([C:19](=[S:21])[NH2:20])[CH2:18][CH2:17]1, predict the reaction product. The product is: [CH3:1][O:2][C:3]([C:4]1[N:20]=[C:19]([CH:16]2[CH2:18][CH2:17]2)[S:21][C:5]=1[C:6]1[CH:11]=[CH:10][CH:9]=[CH:8][C:7]=1[F:12])=[O:15]. (6) Given the reactants [Cl:1][C:2]1[CH:3]=[C:4](Cl)[C:5]2[N:6]([C:8]([C:11]([NH:13][C:14]3[CH:19]=[CH:18][N:17]=[CH:16][C:15]=3[F:20])=[O:12])=[CH:9][N:10]=2)[N:7]=1.BrC1C2N(C(C(NC3C=CN=CC=3F)=O)=CN=2)N=C(Cl)C=1.[CH3:43][O:44][C:45]1[CH:58]=[CH:57][C:48]([CH2:49][NH:50][C:51]2[CH:56]=[CH:55][CH:54]=[CH:53][N:52]=2)=[CH:47][CH:46]=1.CC(C)([O-])C.[K+], predict the reaction product. The product is: [Cl:1][C:2]1[CH:3]=[C:4]([N:50]([CH2:49][C:48]2[CH:47]=[CH:46][C:45]([O:44][CH3:43])=[CH:58][CH:57]=2)[C:51]2[CH:56]=[CH:55][CH:54]=[CH:53][N:52]=2)[C:5]2[N:6]([C:8]([C:11]([NH:13][C:14]3[CH:19]=[CH:18][N:17]=[CH:16][C:15]=3[F:20])=[O:12])=[CH:9][N:10]=2)[N:7]=1. (7) Given the reactants C([Li])CCC.C(NC(C)C)(C)C.[O:13]=[C:14]1[CH2:18][CH2:17][N:16]([NH:19][C:20]([O:22][C:23]([CH3:26])([CH3:25])[CH3:24])=[O:21])[CH2:15]1.C1C=CC(N([S:34]([C:37]([F:40])([F:39])[F:38])(=[O:36])=[O:35])[S:34]([C:37]([F:40])([F:39])[F:38])(=[O:36])=[O:35])=CC=1, predict the reaction product. The product is: [F:38][C:37]([F:40])([F:39])[S:34]([O:13][C:14]1[CH2:15][N:16]([NH:19][C:20]([O:22][C:23]([CH3:26])([CH3:25])[CH3:24])=[O:21])[CH2:17][CH:18]=1)(=[O:36])=[O:35].